This data is from Peptide-MHC class I binding affinity with 185,985 pairs from IEDB/IMGT. The task is: Regression. Given a peptide amino acid sequence and an MHC pseudo amino acid sequence, predict their binding affinity value. This is MHC class I binding data. The peptide sequence is FSVPLDEGF. The MHC is HLA-B57:01 with pseudo-sequence HLA-B57:01. The binding affinity (normalized) is 0.214.